This data is from NCI-60 drug combinations with 297,098 pairs across 59 cell lines. The task is: Regression. Given two drug SMILES strings and cell line genomic features, predict the synergy score measuring deviation from expected non-interaction effect. (1) Synergy scores: CSS=53.1, Synergy_ZIP=-3.42, Synergy_Bliss=-6.26, Synergy_Loewe=-5.79, Synergy_HSA=-5.48. Drug 2: CC(C)CN1C=NC2=C1C3=CC=CC=C3N=C2N. Cell line: CCRF-CEM. Drug 1: CCCCC(=O)OCC(=O)C1(CC(C2=C(C1)C(=C3C(=C2O)C(=O)C4=C(C3=O)C=CC=C4OC)O)OC5CC(C(C(O5)C)O)NC(=O)C(F)(F)F)O. (2) Drug 1: CC1=C2C(C(=O)C3(C(CC4C(C3C(C(C2(C)C)(CC1OC(=O)C(C(C5=CC=CC=C5)NC(=O)OC(C)(C)C)O)O)OC(=O)C6=CC=CC=C6)(CO4)OC(=O)C)O)C)O. Drug 2: C(CCl)NC(=O)N(CCCl)N=O. Cell line: HOP-62. Synergy scores: CSS=5.53, Synergy_ZIP=2.58, Synergy_Bliss=3.47, Synergy_Loewe=4.14, Synergy_HSA=1.19. (3) Drug 1: C1=NC2=C(N1)C(=S)N=C(N2)N. Drug 2: C1C(C(OC1N2C=C(C(=O)NC2=O)F)CO)O. Cell line: HS 578T. Synergy scores: CSS=30.5, Synergy_ZIP=-1.71, Synergy_Bliss=-3.21, Synergy_Loewe=-3.35, Synergy_HSA=0.360. (4) Drug 1: CC1C(C(CC(O1)OC2CC(CC3=C2C(=C4C(=C3O)C(=O)C5=C(C4=O)C(=CC=C5)OC)O)(C(=O)C)O)N)O.Cl. Drug 2: CC(C1=C(C=CC(=C1Cl)F)Cl)OC2=C(N=CC(=C2)C3=CN(N=C3)C4CCNCC4)N. Cell line: SK-MEL-5. Synergy scores: CSS=4.21, Synergy_ZIP=-1.84, Synergy_Bliss=4.02, Synergy_Loewe=-18.3, Synergy_HSA=-1.53. (5) Drug 1: C1=C(C(=O)NC(=O)N1)F. Drug 2: CCCCC(=O)OCC(=O)C1(CC(C2=C(C1)C(=C3C(=C2O)C(=O)C4=C(C3=O)C=CC=C4OC)O)OC5CC(C(C(O5)C)O)NC(=O)C(F)(F)F)O. Cell line: UACC-257. Synergy scores: CSS=22.4, Synergy_ZIP=-1.79, Synergy_Bliss=2.45, Synergy_Loewe=1.79, Synergy_HSA=1.76. (6) Drug 1: CCC1(CC2CC(C3=C(CCN(C2)C1)C4=CC=CC=C4N3)(C5=C(C=C6C(=C5)C78CCN9C7C(C=CC9)(C(C(C8N6C=O)(C(=O)OC)O)OC(=O)C)CC)OC)C(=O)OC)O.OS(=O)(=O)O. Drug 2: CC1C(C(CC(O1)OC2CC(CC3=C2C(=C4C(=C3O)C(=O)C5=C(C4=O)C(=CC=C5)OC)O)(C(=O)CO)O)N)O.Cl. Cell line: MOLT-4. Synergy scores: CSS=46.0, Synergy_ZIP=3.31, Synergy_Bliss=2.70, Synergy_Loewe=-7.85, Synergy_HSA=2.41.